From a dataset of Forward reaction prediction with 1.9M reactions from USPTO patents (1976-2016). Predict the product of the given reaction. (1) The product is: [Cl:22][C:19]1[CH:20]=[CH:21][C:16]2[CH2:15][O:14][C:11]3([CH2:10][CH2:9][NH:8][CH2:13][CH2:12]3)[C:17]=2[CH:18]=1. Given the reactants C([N:8]1[CH2:13][CH2:12][C:11]2([C:17]3[CH:18]=[C:19]([Cl:22])[CH:20]=[CH:21][C:16]=3[CH2:15][O:14]2)[CH2:10][CH2:9]1)C1C=CC=CC=1.ClC(OCCCl)=O, predict the reaction product. (2) Given the reactants [CH2:1]([O:3][C:4]1[N:9]=[CH:8][C:7]([C:10]2[N:15]=[C:14]3[NH:16][CH:17]=[C:18]([C:19]#[N:20])[C:13]3=[CH:12][CH:11]=2)=[CH:6][CH:5]=1)[CH3:2].[C:21]([C:25]1[CH:26]=[C:27]2[C:32](=[C:33]([F:35])[CH:34]=1)[C:31](=[O:36])[N:30]([C:37]1[C:45]3[CH2:44][O:43]B(O)[C:41]=3[CH:40]=[CH:39][CH:38]=1)[N:29]=[CH:28]2)([CH3:24])([CH3:23])[CH3:22].N1C=CC=CC=1.[NH4+].[Cl-], predict the reaction product. The product is: [C:21]([C:25]1[CH:26]=[C:27]2[C:32](=[C:33]([F:35])[CH:34]=1)[C:31](=[O:36])[N:30]([C:37]1[C:45]([CH2:44][OH:43])=[C:41]([N:16]3[C:14]4=[N:15][C:10]([C:7]5[CH:8]=[N:9][C:4]([O:3][CH2:1][CH3:2])=[CH:5][CH:6]=5)=[CH:11][CH:12]=[C:13]4[C:18]([C:19]#[N:20])=[CH:17]3)[CH:40]=[CH:39][CH:38]=1)[N:29]=[CH:28]2)([CH3:24])([CH3:22])[CH3:23]. (3) Given the reactants Br[C:2]1[CH:3]=[C:4]2[C:10](I)=[CH:9][N:8](S(C3C=CC(C)=CC=3)(=O)=O)[C:5]2=[N:6][CH:7]=1.[CH2:22]([C:24]1[CH:29]=[CH:28][CH:27]=[CH:26][C:25]=1B(O)O)[CH3:23].C(=O)([O-])[O-].[Na+].[Na+].[N:39]1[CH:44]=[CH:43][CH:42]=[C:41](B2OC(C)(C)C(C)(C)O2)[CH:40]=1, predict the reaction product. The product is: [CH2:22]([C:24]1[CH:29]=[CH:28][CH:27]=[CH:26][C:25]=1[C:10]1[C:4]2[C:5](=[N:6][CH:7]=[C:2]([C:41]3[CH:40]=[N:39][CH:44]=[CH:43][CH:42]=3)[CH:3]=2)[NH:8][CH:9]=1)[CH3:23]. (4) Given the reactants [Br:1][C:2]1[CH:7]=[CH:6][C:5](F)=[CH:4][C:3]=1[O:9][CH3:10].[CH3:11][S-:12].[Na+].O, predict the reaction product. The product is: [Br:1][C:2]1[CH:7]=[CH:6][C:5]([S:12][CH3:11])=[CH:4][C:3]=1[O:9][CH3:10]. (5) Given the reactants C([O:8][CH2:9][CH2:10][O:11][C:12]1[C:17]([CH3:18])=[CH:16][C:15]([C:19]2[N:28]=[C:27](Cl)[C:26]3[C:21](=[CH:22][C:23]([O:32][CH3:33])=[CH:24][C:25]=3[O:30][CH3:31])[N:20]=2)=[CH:14][C:13]=1[CH3:34])C1C=CC=CC=1.CO.C([O-])=O.[NH4+], predict the reaction product. The product is: [CH3:31][O:30][C:25]1[CH:24]=[C:23]([O:32][CH3:33])[CH:22]=[C:21]2[C:26]=1[CH:27]=[N:28][C:19]([C:15]1[CH:16]=[C:17]([CH3:18])[C:12]([O:11][CH2:10][CH2:9][OH:8])=[C:13]([CH3:34])[CH:14]=1)=[N:20]2. (6) Given the reactants Cl[C:2]1[C:7]([C:8]2[CH:13]=[CH:12][N:11]=[C:10]([NH:14][CH3:15])[N:9]=2)=[CH:6][CH:5]=[CH:4][N:3]=1.[C:16]1([C:22]2[C:31]3[C:26](=[CH:27][CH:28]=[CH:29][CH:30]=3)[C:25]([CH2:32][C:33]3[CH:38]=[CH:37][C:36]([OH:39])=[CH:35][CH:34]=3)=[N:24][N:23]=2)[CH:21]=[CH:20][CH:19]=[CH:18][CH:17]=1.C(=O)([O-])[O-].[Cs+].[Cs+].CS(C)=O, predict the reaction product. The product is: [CH3:15][NH:14][C:10]1[N:9]=[C:8]([C:7]2[C:2]([O:39][C:36]3[CH:35]=[CH:34][C:33]([CH2:32][C:25]4[C:26]5[C:31](=[CH:30][CH:29]=[CH:28][CH:27]=5)[C:22]([C:16]5[CH:17]=[CH:18][CH:19]=[CH:20][CH:21]=5)=[N:23][N:24]=4)=[CH:38][CH:37]=3)=[N:3][CH:4]=[CH:5][CH:6]=2)[CH:13]=[CH:12][N:11]=1. (7) Given the reactants [Cl-].[Al+3].[Cl-].[Cl-].[CH:5]([C:8]1[CH:13]=[CH:12][C:11]([O:14][CH3:15])=[CH:10][CH:9]=1)([CH3:7])[CH3:6].[C:16](Cl)(=[O:23])[C:17]1[CH:22]=[CH:21][CH:20]=[CH:19][CH:18]=1, predict the reaction product. The product is: [CH:5]([C:8]1[CH:9]=[CH:10][C:11]([O:14][CH3:15])=[C:12]([C:16]([C:17]2[CH:22]=[CH:21][CH:20]=[CH:19][CH:18]=2)=[O:23])[CH:13]=1)([CH3:7])[CH3:6]. (8) Given the reactants [CH3:1][C:2]1[C:3]([O:8][C:9]2[CH:14]=[CH:13][C:12]([NH2:15])=[CH:11][CH:10]=2)=[N:4][CH:5]=[CH:6][CH:7]=1.[C:16](=[S:31])(OC1C=CC=CN=1)OC1C=CC=CN=1, predict the reaction product. The product is: [N:15]([C:12]1[CH:11]=[CH:10][C:9]([O:8][C:3]2[C:2]([CH3:1])=[CH:7][CH:6]=[CH:5][N:4]=2)=[CH:14][CH:13]=1)=[C:16]=[S:31]. (9) The product is: [F:21][C:2]([F:1])([F:20])[O:3][C:4]1[CH:9]=[CH:8][C:7]([C:10]2[O:14][N:13]=[CH:12][C:11]=2[CH2:15][CH2:16][C:17]([O:19][CH3:27])=[O:18])=[CH:6][CH:5]=1. Given the reactants [F:1][C:2]([F:21])([F:20])[O:3][C:4]1[CH:9]=[CH:8][C:7]([C:10]2[O:14][N:13]=[CH:12][C:11]=2[CH2:15][CH2:16][C:17]([OH:19])=[O:18])=[CH:6][CH:5]=1.S(=O)(=O)(O)O.[CH3:27]O, predict the reaction product.